This data is from Forward reaction prediction with 1.9M reactions from USPTO patents (1976-2016). The task is: Predict the product of the given reaction. (1) Given the reactants C1C=[CH:5][C:4]([C:7](O)=O)=[CH:3]C=1.[C:10]1([S:16]([NH2:19])(=[O:18])=[O:17])[CH:15]=[CH:14][CH:13]=[CH:12][CH:11]=1.[C:20]1([CH2:26][CH2:27][CH:28]=O)[CH:25]=[CH:24][CH:23]=[CH:22][CH:21]=1.C([N+:34]#[C-:35])(C)(C)C.C1C[O:39]CC1, predict the reaction product. The product is: [C:4]([C:28]([NH:19][S:16]([C:10]1[CH:15]=[CH:14][CH:13]=[CH:12][CH:11]=1)(=[O:18])=[O:17])([CH2:27][CH2:26][C:20]1[CH:21]=[CH:22][CH:23]=[CH:24][CH:25]=1)[C:35]([NH2:34])=[O:39])([CH3:3])([CH3:5])[CH3:7]. (2) Given the reactants [NH2:1][C:2]1[N:6]([CH3:7])[C:5](=[O:8])[C:4]([C:21]2[CH:26]=[CH:25][C:24]([F:27])=[C:23](Br)[CH:22]=2)([C:9]2[CH:14]=[CH:13][CH:12]=[C:11]([S:15]([F:20])([F:19])([F:18])([F:17])[F:16])[CH:10]=2)[N:3]=1.[N:29]1[CH:34]=[CH:33][CH:32]=[C:31](B(O)O)[CH:30]=1, predict the reaction product. The product is: [NH2:1][C:2]1[N:6]([CH3:7])[C:5](=[O:8])[C:4]([C:21]2[CH:26]=[CH:25][C:24]([F:27])=[C:23]([C:31]3[CH:30]=[N:29][CH:34]=[CH:33][CH:32]=3)[CH:22]=2)([C:9]2[CH:14]=[CH:13][CH:12]=[C:11]([S:15]([F:20])([F:19])([F:18])([F:17])[F:16])[CH:10]=2)[N:3]=1. (3) Given the reactants [CH3:1][C:2]1([CH3:14])[C:6]2[CH:7]=[C:8](B(O)O)[CH:9]=[CH:10][C:5]=2[O:4][CH2:3]1.Br[C:16]1[CH:17]=[C:18]([CH:22]=[O:23])[CH:19]=[N:20][CH:21]=1.C(=O)([O-])[O-].[Na+].[Na+], predict the reaction product. The product is: [CH3:1][C:2]1([CH3:14])[C:6]2[CH:7]=[C:8]([C:16]3[CH:17]=[C:18]([CH:22]=[O:23])[CH:19]=[N:20][CH:21]=3)[CH:9]=[CH:10][C:5]=2[O:4][CH2:3]1. (4) Given the reactants [Cl:1][C:2]1[S:3][C:4]([Cl:22])=[CH:5][C:6]=1[S:7]([NH:10][C:11]1[N:16]=[CH:15][C:14]([C:17]([O:19]C)=[O:18])=[CH:13][C:12]=1[OH:21])(=[O:9])=[O:8].[OH-].[Na+], predict the reaction product. The product is: [Cl:1][C:2]1[S:3][C:4]([Cl:22])=[CH:5][C:6]=1[S:7]([NH:10][C:11]1[N:16]=[CH:15][C:14]([C:17]([OH:19])=[O:18])=[CH:13][C:12]=1[OH:21])(=[O:8])=[O:9]. (5) Given the reactants [CH:1]([C:4]1[CH:5]=[CH:6][C:7]([O:39][CH3:40])=[C:8]([C:10]2[CH:15]=[CH:14][C:13]([C:16]([F:19])([F:18])[F:17])=[CH:12][C:11]=2[CH2:20][NH:21][C:22]2[N:27]=[CH:26][C:25]([O:28][CH2:29][CH2:30][CH2:31][C:32]([O:34][C:35]([CH3:38])([CH3:37])[CH3:36])=[O:33])=[CH:24][N:23]=2)[CH:9]=1)([CH3:3])[CH3:2].[Cl:41][C:42]1[CH:47]=[C:46]([CH2:48]Cl)[CH:45]=[C:44]([Cl:50])[CH:43]=1.[H-].[Na+], predict the reaction product. The product is: [Cl:41][C:42]1[CH:47]=[C:46]([CH:45]=[C:44]([Cl:50])[CH:43]=1)[CH2:48][N:21]([CH2:20][C:11]1[CH:12]=[C:13]([C:16]([F:19])([F:17])[F:18])[CH:14]=[CH:15][C:10]=1[C:8]1[CH:9]=[C:4]([CH:1]([CH3:3])[CH3:2])[CH:5]=[CH:6][C:7]=1[O:39][CH3:40])[C:22]1[N:23]=[CH:24][C:25]([O:28][CH2:29][CH2:30][CH2:31][C:32]([O:34][C:35]([CH3:38])([CH3:37])[CH3:36])=[O:33])=[CH:26][N:27]=1. (6) Given the reactants [Cl:1][C:2]1[CH:3]=[C:4]([C:9]2([C:27]([F:30])([F:29])[F:28])[O:13][N:12]=[C:11]([C:14]3[CH:22]=[CH:21][C:17]([C:18]([OH:20])=O)=[C:16]([C:23]([F:26])([F:25])[F:24])[CH:15]=3)[CH2:10]2)[CH:5]=[C:6]([Cl:8])[CH:7]=1.CN(C(ON1N=NC2C=CC=NC1=2)=[N+](C)C)C.F[P-](F)(F)(F)(F)F.CCN(C(C)C)C(C)C.[NH:64]1[C:69](=[O:70])[CH2:68][NH:67][CH2:66][C:65]1=[O:71], predict the reaction product. The product is: [Cl:1][C:2]1[CH:3]=[C:4]([C:9]2([C:27]([F:30])([F:29])[F:28])[O:13][N:12]=[C:11]([C:14]3[CH:22]=[CH:21][C:17]([C:18]([N:67]4[CH2:68][C:69](=[O:70])[NH:64][C:65](=[O:71])[CH2:66]4)=[O:20])=[C:16]([C:23]([F:26])([F:24])[F:25])[CH:15]=3)[CH2:10]2)[CH:5]=[C:6]([Cl:8])[CH:7]=1. (7) Given the reactants [Cl:1][C:2]1[C:3](I)=[C:4]2[CH:10]=[CH:9][N:8]([Si:11]([CH:18]([CH3:20])[CH3:19])([CH:15]([CH3:17])[CH3:16])[CH:12]([CH3:14])[CH3:13])[C:5]2=[N:6][CH:7]=1.[Li]CCCC.[CH2:27]([N:34]([C:42]12[CH2:49][CH2:48][C:45]([CH:50]=[O:51])([CH2:46][CH2:47]1)[CH2:44][CH2:43]2)[C:35](=[O:41])[O:36][C:37]([CH3:40])([CH3:39])[CH3:38])[C:28]1[CH:33]=[CH:32][CH:31]=[CH:30][CH:29]=1.[NH4+].[Cl-], predict the reaction product. The product is: [CH2:27]([N:34]([C:42]12[CH2:47][CH2:46][C:45]([CH:50]([C:3]3[C:2]([Cl:1])=[CH:7][N:6]=[C:5]4[N:8]([Si:11]([CH:18]([CH3:20])[CH3:19])([CH:15]([CH3:17])[CH3:16])[CH:12]([CH3:14])[CH3:13])[CH:9]=[CH:10][C:4]=34)[OH:51])([CH2:44][CH2:43]1)[CH2:48][CH2:49]2)[C:35](=[O:41])[O:36][C:37]([CH3:40])([CH3:39])[CH3:38])[C:28]1[CH:33]=[CH:32][CH:31]=[CH:30][CH:29]=1.